This data is from Catalyst prediction with 721,799 reactions and 888 catalyst types from USPTO. The task is: Predict which catalyst facilitates the given reaction. (1) Reactant: C(OC(=O)[NH:7][C:8]1[CH:13]=[CH:12][C:11]([F:14])=[CH:10][C:9]=1[NH:15][C:16](=[O:33])[CH2:17][C:18]([C:20]1[CH:25]=[CH:24][CH:23]=[C:22]([C:26]2[CH:27]=[N:28][C:29]([CH3:32])=[CH:30][CH:31]=2)[CH:21]=1)=O)(C)(C)C.C(O)(C(F)(F)F)=O. Product: [F:14][C:11]1[CH:12]=[CH:13][C:8]2[N:7]=[C:18]([C:20]3[CH:25]=[CH:24][CH:23]=[C:22]([C:26]4[CH:27]=[N:28][C:29]([CH3:32])=[CH:30][CH:31]=4)[CH:21]=3)[CH2:17][C:16](=[O:33])[NH:15][C:9]=2[CH:10]=1. The catalyst class is: 2. (2) Reactant: [ClH:1].C(O)(C(F)(F)F)=O.C(OC([N:16]1[CH2:20][C@@H:19]([CH3:21])[CH2:18][C@H:17]1[C:22]1[NH:23][CH:24]=[C:25]([C:27]2[CH:28]=[C:29]3[C:34](=[CH:35][CH:36]=2)[CH:33]=[C:32]([C:37]#[C:38][C:39]2[NH:43][C:42]([C@@H:44]4[CH2:49][C@@H:48]5[C@@H:46]([CH2:47]5)[N:45]4C(OC(C)(C)C)=O)=[N:41][CH:40]=2)[CH:31]=[CH:30]3)[N:26]=1)=O)(C)(C)C. Product: [ClH:1].[CH3:21][C@@H:19]1[CH2:20][NH:16][C@H:17]([C:22]2[NH:23][CH:24]=[C:25]([C:27]3[CH:28]=[C:29]4[C:34](=[CH:35][CH:36]=3)[CH:33]=[C:32]([C:37]#[C:38][C:39]3[N:43]=[C:42]([C@@H:44]5[CH2:49][C@@H:48]6[C@@H:46]([CH2:47]6)[NH:45]5)[NH:41][CH:40]=3)[CH:31]=[CH:30]4)[N:26]=2)[CH2:18]1. The catalyst class is: 12. (3) Reactant: [NH:1]1[CH:5]=[N:4][C:3]([C:6]2[CH:7]=[N:8][CH:9]=[CH:10][CH:11]=2)=[N:2]1.Cl[C:13]1[CH:18]=[CH:17][CH:16]=[C:15]([C:19]([F:22])([F:21])[F:20])[N:14]=1.C(=O)([O-])[O-].[K+].[K+].O. Product: [N:8]1[CH:9]=[CH:10][CH:11]=[C:6]([C:3]2[N:4]=[CH:5][N:1]([C:13]3[CH:18]=[CH:17][CH:16]=[C:15]([C:19]([F:22])([F:21])[F:20])[N:14]=3)[N:2]=2)[CH:7]=1. The catalyst class is: 9. (4) Reactant: [Cl:1][C:2]1[C:3]([CH2:8][NH:9][C:10]([C@@H:12]2[CH2:17][CH2:16][CH2:15][N:14]([C:18]([O:20][CH2:21][C:22]3[CH:27]=[CH:26][CH:25]=[CH:24][CH:23]=3)=[O:19])[CH2:13]2)=O)=[N:4][CH:5]=[CH:6][N:7]=1.P(Cl)(Cl)(Cl)=O.N. Product: [Cl:1][C:2]1[C:3]2[N:4]([C:10]([C@@H:12]3[CH2:17][CH2:16][CH2:15][N:14]([C:18]([O:20][CH2:21][C:22]4[CH:27]=[CH:26][CH:25]=[CH:24][CH:23]=4)=[O:19])[CH2:13]3)=[N:9][CH:8]=2)[CH:5]=[CH:6][N:7]=1. The catalyst class is: 10. (5) Reactant: C([O:3][C:4](=[O:34])[C@@H:5]([O:31][CH2:32][CH3:33])[CH2:6][C:7]1[CH:12]=[CH:11][C:10]([O:13][CH2:14][CH2:15][C:16]2[CH:21]=[CH:20][C:19]([S:22]([C:25]3[CH:30]=[CH:29][CH:28]=[CH:27][CH:26]=3)(=[O:24])=[O:23])=[CH:18][CH:17]=2)=[CH:9][CH:8]=1)C.[OH-].[Li+].Cl.C(#N)C. Product: [CH2:32]([O:31][C@@H:5]([CH2:6][C:7]1[CH:8]=[CH:9][C:10]([O:13][CH2:14][CH2:15][C:16]2[CH:21]=[CH:20][C:19]([S:22]([C:25]3[CH:30]=[CH:29][CH:28]=[CH:27][CH:26]=3)(=[O:23])=[O:24])=[CH:18][CH:17]=2)=[CH:11][CH:12]=1)[C:4]([OH:34])=[O:3])[CH3:33]. The catalyst class is: 20. (6) Reactant: [CH2:1]([O:5][C:6]([C:8]1[N:9]=[C:10](Br)[C:11]2[C:16]([C:17]=1[OH:18])=[CH:15][CH:14]=[C:13]([S:19][C:20]1[CH:25]=[CH:24][CH:23]=[CH:22][CH:21]=1)[CH:12]=2)=[O:7])[CH2:2][CH2:3][CH3:4].I.C(O)(=O)C. Product: [CH2:1]([O:5][C:6]([C:8]1[N:9]=[CH:10][C:11]2[C:16]([C:17]=1[OH:18])=[CH:15][CH:14]=[C:13]([S:19][C:20]1[CH:25]=[CH:24][CH:23]=[CH:22][CH:21]=1)[CH:12]=2)=[O:7])[CH2:2][CH2:3][CH3:4]. The catalyst class is: 13. (7) Reactant: [CH3:1][C:2]1[C:6]([C:7]2[CH:8]=[C:9]3[C:13](=[CH:14][CH:15]=2)[NH:12][C:11](=[O:16])[CH:10]3[C:17]2[CH:22]=[CH:21][CH:20]=[CH:19][CH:18]=2)=[C:5]([CH3:23])[O:4][N:3]=1.Br[CH2:25][C:26]([O:28][CH2:29][CH3:30])=[O:27].[I-].[K+].C(=O)([O-])[O-].[K+].[K+]. Product: [CH3:1][C:2]1[C:6]([C:7]2[CH:8]=[C:9]3[C:13](=[CH:14][CH:15]=2)[NH:12][C:11](=[O:16])[C:10]3([CH2:25][C:26]([O:28][CH2:29][CH3:30])=[O:27])[C:17]2[CH:18]=[CH:19][CH:20]=[CH:21][CH:22]=2)=[C:5]([CH3:23])[O:4][N:3]=1. The catalyst class is: 372.